The task is: Regression. Given a peptide amino acid sequence and an MHC pseudo amino acid sequence, predict their binding affinity value. This is MHC class I binding data.. This data is from Peptide-MHC class I binding affinity with 185,985 pairs from IEDB/IMGT. (1) The MHC is HLA-A03:01 with pseudo-sequence HLA-A03:01. The binding affinity (normalized) is 0.0847. The peptide sequence is NQATTKTTF. (2) The MHC is HLA-A01:01 with pseudo-sequence HLA-A01:01. The binding affinity (normalized) is 0.419. The peptide sequence is LFLAFVVFLL. (3) The peptide sequence is SYTQVCDHRL. The MHC is HLA-A24:02 with pseudo-sequence HLA-A24:02. The binding affinity (normalized) is 0.368. (4) The peptide sequence is WASARFSWL. The MHC is Patr-B0101 with pseudo-sequence Patr-B0101. The binding affinity (normalized) is 0.382.